From a dataset of Catalyst prediction with 721,799 reactions and 888 catalyst types from USPTO. Predict which catalyst facilitates the given reaction. (1) Reactant: COC1C=C(OC)C=CC=1[CH2:5][N:6](C)[C:7]1[CH:8]=[C:9]2[C:13](=[CH:14][CH:15]=1)[C:12](=[C:16]1[C:24]3[C:19](=[CH:20][C:21]([F:25])=[CH:22][CH:23]=3)[NH:18][C:17]1=[O:26])[O:11][CH2:10]2.FC(F)(F)C(O)=O.CO. Product: [F:25][C:21]1[CH:20]=[C:19]2[C:24]([C:16](=[C:12]3[C:13]4[C:9](=[CH:8][C:7]([NH:6][CH3:5])=[CH:15][CH:14]=4)[CH2:10][O:11]3)[C:17](=[O:26])[NH:18]2)=[CH:23][CH:22]=1. The catalyst class is: 34. (2) Reactant: C(=O)(OC)O[CH2:3]/[CH:4]=[CH:5]/[C:6]1[CH:11]=[CH:10][C:9]([O:12][CH3:13])=[CH:8][CH:7]=1.C1([C@@H]([N:25]([C@H:49]([C:51]2[CH:56]=[CH:55]C=CC=2)C)P2OC3C=CC4C=CC=CC=4C=3C3C4C(C=CC=3O2)=CC=CC=4)C)C=CC=CC=1.C1(NC)CC1.CC1C=CC(S(O)(=O)=O)=CC=1. Product: [CH:51]1([CH2:49][NH:25][C@H:5]([C:6]2[CH:11]=[CH:10][C:9]([O:12][CH3:13])=[CH:8][CH:7]=2)[CH:4]=[CH2:3])[CH2:56][CH2:55]1. The catalyst class is: 242. (3) Reactant: [S:1]1[C:5]([C:6]2[C:7]([O:16][C@H:17]3[CH2:54][N:20]4[C:21](=[O:53])[C@@H:22]([NH:45]C(=O)OC(C)(C)C)[CH2:23][CH2:24][CH2:25][CH2:26][CH2:27][CH:28]=[CH:29][C@@H:30]5[CH2:35][C@@:31]5([C:36](=[O:44])[NH:37][S:38]([CH:41]5[CH2:43][CH2:42]5)(=[O:40])=[O:39])[NH:32][C:33](=[O:34])[C@@H:19]4[CH2:18]3)=[N:8][C:9]3[C:14]([N:15]=2)=[CH:13][CH:12]=[CH:11][CH:10]=3)=[CH:4][C:3]2[CH:55]=[CH:56][CH:57]=[CH:58][C:2]1=2.[ClH:59]. Product: [ClH:59].[NH2:45][C@@H:22]1[C:21](=[O:53])[N:20]2[CH2:54][C@H:17]([O:16][C:7]3[C:6]([C:5]4[S:1][C:2]5[CH:58]=[CH:57][CH:56]=[CH:55][C:3]=5[CH:4]=4)=[N:15][C:14]4[C:9](=[CH:10][CH:11]=[CH:12][CH:13]=4)[N:8]=3)[CH2:18][C@H:19]2[C:33](=[O:34])[NH:32][C@:31]2([C:36]([NH:37][S:38]([CH:41]3[CH2:42][CH2:43]3)(=[O:39])=[O:40])=[O:44])[CH2:35][C@H:30]2[CH:29]=[CH:28][CH2:27][CH2:26][CH2:25][CH2:24][CH2:23]1. The catalyst class is: 684.